Dataset: Reaction yield outcomes from USPTO patents with 853,638 reactions. Task: Predict the reaction yield, written as a fraction of the theoretical maximum amount of product (1.0 means a 100% yield; for example, 0.34 means a 34% yield). (1) The reactants are [F:1][C:2]1[CH:7]=[CH:6][CH:5]=[CH:4][C:3]=1[C:8]1[O:12][N:11]=[C:10]([C:13]2[CH:14]=[C:15]([CH:19]=[CH:20][CH:21]=2)[C:16](O)=[O:17])[N:9]=1.C(Cl)(=O)C([Cl:25])=O. The catalyst is CN(C)C=O.ClCCl. The product is [F:1][C:2]1[CH:7]=[CH:6][CH:5]=[CH:4][C:3]=1[C:8]1[O:12][N:11]=[C:10]([C:13]2[CH:14]=[C:15]([CH:19]=[CH:20][CH:21]=2)[C:16]([Cl:25])=[O:17])[N:9]=1. The yield is 0.970. (2) The reactants are [C:1]([O:5][C:6](=[O:28])[NH:7][CH:8]([C:10]1[CH:15]=[CH:14][C:13]([C:16](=[O:24])[NH:17][C:18]2[CH:23]=[CH:22][N:21]=[CH:20][CH:19]=2)=[CH:12][C:11]=1[N+:25]([O-])=O)[CH3:9])([CH3:4])([CH3:3])[CH3:2].[H][H]. The catalyst is CO.[Pd]. The product is [C:1]([O:5][C:6](=[O:28])[NH:7][CH:8]([C:10]1[CH:15]=[CH:14][C:13]([C:16](=[O:24])[NH:17][C:18]2[CH:23]=[CH:22][N:21]=[CH:20][CH:19]=2)=[CH:12][C:11]=1[NH2:25])[CH3:9])([CH3:2])([CH3:3])[CH3:4]. The yield is 0.830. (3) The reactants are C(Cl)CCl.Cl.[O:6]=[C:7]1[NH:16][C:15]2[N:14]=[CH:13][C:12](/[CH:17]=[CH:18]/[C:19]([OH:21])=O)=[CH:11][C:10]=2[CH2:9][CH2:8]1.[CH2:22]([N:24]1[C:32]2[C:27](=[CH:28][CH:29]=[CH:30][CH:31]=2)[C:26]([CH2:33][NH:34][CH3:35])=[CH:25]1)[CH3:23].C1C=CC2N([OH:45])N=NC=2C=1.O.C(N(C(C)C)CC)(C)C. The catalyst is CN(C=O)C. The product is [OH:45][CH2:23][CH2:22][N:24]1[C:32]2[C:27](=[CH:28][CH:29]=[CH:30][CH:31]=2)[C:26]([CH2:33][N:34]([CH3:35])[C:19](=[O:21])/[CH:18]=[CH:17]/[C:12]2[CH:13]=[N:14][C:15]3[NH:16][C:7](=[O:6])[CH2:8][CH2:9][C:10]=3[CH:11]=2)=[CH:25]1. The yield is 0.610.